Dataset: Full USPTO retrosynthesis dataset with 1.9M reactions from patents (1976-2016). Task: Predict the reactants needed to synthesize the given product. (1) The reactants are: Br[C:2]1[C:3](=[O:20])[N:4]([C:9]2[CH:10]=[C:11]([CH:16]=[CH:17][C:18]=2[CH3:19])[C:12]([O:14]C)=O)[CH:5]=[C:6](Br)[N:7]=1.C([N:24](CC)[CH:25]([CH3:27])[CH3:26])(C)C.[NH2:30][C@@H:31]([C:48]1[CH:53]=[CH:52][CH:51]=[CH:50][CH:49]=1)[CH:32]1[CH2:37][CH2:36][N:35]([C:38]([O:40][CH2:41][C:42]2[CH:47]=[CH:46][CH:45]=[CH:44]C=2)=[O:39])[CH2:34][CH2:33]1.C1(N)CC1.C1([Mg]Br)CCCC1. Given the product [CH:25]1([NH:24][C:12](=[O:14])[C:11]2[CH:16]=[CH:17][C:18]([CH3:19])=[C:9]([N:4]3[CH:5]=[CH:6][N:7]=[C:2]([NH:30][C@@H:31]([C:48]4[CH:49]=[CH:50][CH:51]=[CH:52][CH:53]=4)[CH:32]4[CH2:33][CH2:34][NH:35][CH2:36][CH2:37]4)[C:3]3=[O:20])[CH:10]=2)[CH2:27][CH2:26]1.[N:35]1([C:38]([O:40][C:41]2[CH:42]=[CH:47][CH:46]=[CH:45][CH:44]=2)=[O:39])[CH2:34][CH2:33][CH2:32][CH2:37][CH2:36]1, predict the reactants needed to synthesize it. (2) The reactants are: [CH3:1][C:2]1[C:10]2[C:5](=[CH:6][C:7]([N+:11]([O-])=O)=[CH:8][CH:9]=2)[N:4]([S:14]([C:17]2[CH:22]=[CH:21][C:20]([CH3:23])=[CH:19][CH:18]=2)(=[O:16])=[O:15])[N:3]=1.[H][H]. Given the product [CH3:1][C:2]1[C:10]2[C:5](=[CH:6][C:7]([NH2:11])=[CH:8][CH:9]=2)[N:4]([S:14]([C:17]2[CH:22]=[CH:21][C:20]([CH3:23])=[CH:19][CH:18]=2)(=[O:16])=[O:15])[N:3]=1, predict the reactants needed to synthesize it. (3) Given the product [CH:1]([O:4][C:5]1[C:6](=[O:23])[C:7](=[O:22])[C:8]=1[C:25]1[CH:30]=[CH:29][C:28]([O:31][CH3:32])=[CH:27][CH:26]=1)([CH3:2])[CH3:3], predict the reactants needed to synthesize it. The reactants are: [CH:1]([O:4][C:5]1[C:6](=[O:23])[C:7](=[O:22])[C:8]=1[Sn](CCCC)(CCCC)CCCC)([CH3:3])[CH3:2].I[C:25]1[CH:30]=[CH:29][C:28]([O:31][CH3:32])=[CH:27][CH:26]=1.C(OCC)C.C. (4) Given the product [Cl:8][C:6]1[N:5]=[CH:4][N:3]=[C:2]([NH:14][C:13]2[CH:15]=[CH:16][CH:17]=[C:11]([C:10]([F:9])([F:18])[F:19])[CH:12]=2)[CH:7]=1, predict the reactants needed to synthesize it. The reactants are: Cl[C:2]1[CH:7]=[C:6]([Cl:8])[N:5]=[CH:4][N:3]=1.[F:9][C:10]([F:19])([F:18])[C:11]1[CH:12]=[C:13]([CH:15]=[CH:16][CH:17]=1)[NH2:14].C(N(CC)C(C)C)(C)C. (5) Given the product [Cl:1][C:2]1[CH:9]=[C:8]([CH:7]=[CH:6][C:3]=1[CH:4]=[O:5])[O:10][CH2:12][C:13]([NH2:15])=[O:14], predict the reactants needed to synthesize it. The reactants are: [Cl:1][C:2]1[CH:9]=[C:8]([OH:10])[CH:7]=[CH:6][C:3]=1[CH:4]=[O:5].Br[CH2:12][C:13]([NH2:15])=[O:14].C(=O)([O-])[O-].[Cs+].[Cs+].[I-].[K+].C(=O)([O-])[O-].[K+].[K+].[I-].[Na+]. (6) Given the product [NH2:19][C@@H:17]([CH3:18])[C:16]([NH:15][C@@H:13]1[C:12](=[O:28])[N:11]([CH2:29][C:30]2[C:39]3[C:34](=[CH:35][CH:36]=[CH:37][CH:38]=3)[CH:33]=[CH:32][C:31]=2[O:40][CH3:41])[C:10]2[CH:42]=[CH:43][CH:44]=[CH:45][C:9]=2[N:8]([C:6](=[O:7])[C:5]2[CH:4]=[CH:3][C:2]([NH2:1])=[CH:47][CH:46]=2)[CH2:14]1)=[O:27], predict the reactants needed to synthesize it. The reactants are: [NH2:1][C:2]1[CH:47]=[CH:46][C:5]([C:6]([N:8]2[CH2:14][C@H:13]([NH:15][C:16](=[O:27])[C@@H:17]([NH:19]C(=O)OC(C)(C)C)[CH3:18])[C:12](=[O:28])[N:11]([CH2:29][C:30]3[C:39]4[C:34](=[CH:35][CH:36]=[CH:37][CH:38]=4)[CH:33]=[CH:32][C:31]=3[O:40][CH3:41])[C:10]3[CH:42]=[CH:43][CH:44]=[CH:45][C:9]2=3)=[O:7])=[CH:4][CH:3]=1.